From a dataset of Reaction yield outcomes from USPTO patents with 853,638 reactions. Predict the reaction yield, written as a fraction of the theoretical maximum amount of product (1.0 means a 100% yield; for example, 0.34 means a 34% yield). (1) The reactants are [CH3:1][C:2]1[C:7]([OH:8])=[CH:6][CH:5]=[CH:4][N:3]=1.[H-].[Na+].[Br:11][C:12]1[CH:13]=[C:14]([N+]([O-])=O)[C:15]([C:18]#[N:19])=[N:16][CH:17]=1.O. The catalyst is CN(C=O)C. The product is [Br:11][C:12]1[CH:13]=[C:14]([O:8][C:7]2[C:2]([CH3:1])=[N:3][CH:4]=[CH:5][CH:6]=2)[C:15]([C:18]#[N:19])=[N:16][CH:17]=1. The yield is 0.480. (2) The reactants are [NH2:1][CH2:2][C:3]#[C:4][C:5]1[CH:6]=[C:7]2[C:12](=[CH:13][CH:14]=1)[N:11]=[CH:10][N:9]=[C:8]2[NH:15][C:16]1[CH:17]=[C:18]2[C:22](=[CH:23][CH:24]=1)[N:21]([CH2:25][C:26]1[CH:31]=[CH:30][CH:29]=[C:28]([F:32])[CH:27]=1)[N:20]=[CH:19]2.[CH:33]1[CH:38]=[CH:37][C:36]([O:39][C:40](OC2C=CC=CC=2)=[N:41][C:42]#[N:43])=[CH:35][CH:34]=1. The catalyst is CC(O)C.C1COCC1. The product is [F:32][C:28]1[CH:27]=[C:26]([CH:31]=[CH:30][CH:29]=1)[CH2:25][N:21]1[C:22]2[C:18](=[CH:17][C:16]([NH:15][C:8]3[C:7]4[C:12](=[CH:13][CH:14]=[C:5]([C:4]#[C:3][CH2:2][NH:1][C:40](=[N:41][C:42]#[N:43])[O:39][C:36]5[CH:37]=[CH:38][CH:33]=[CH:34][CH:35]=5)[CH:6]=4)[N:11]=[CH:10][N:9]=3)=[CH:24][CH:23]=2)[CH:19]=[N:20]1. The yield is 0.496. (3) The catalyst is ClCCl. The yield is 0.470. The reactants are [CH:1]1([NH:4][C:5](=[O:39])[C:6]2[CH:11]=[CH:10][C:9]([C:12]3[N:16]4[CH:17]=[C:18]([O:28][C:29]5[CH:34]=[CH:33][C:32]([O:35]C)=[C:31]([F:37])[CH:30]=5)[CH:19]=[C:20]([NH:21][CH2:22][CH2:23][C:24]([F:27])([F:26])[F:25])[C:15]4=[N:14][CH:13]=3)=[CH:8][C:7]=2[CH3:38])[CH2:3][CH2:2]1.B(Br)(Br)Br.CO. The product is [CH:1]1([NH:4][C:5](=[O:39])[C:6]2[CH:11]=[CH:10][C:9]([C:12]3[N:16]4[CH:17]=[C:18]([O:28][C:29]5[CH:34]=[CH:33][C:32]([OH:35])=[C:31]([F:37])[CH:30]=5)[CH:19]=[C:20]([NH:21][CH2:22][CH2:23][C:24]([F:26])([F:27])[F:25])[C:15]4=[N:14][CH:13]=3)=[CH:8][C:7]=2[CH3:38])[CH2:2][CH2:3]1. (4) The yield is 0.640. The reactants are [CH3:1][N:2](C(ON1N=NC2C=CC=NC1=2)=[N+](C)C)[CH3:3].F[P-](F)(F)(F)(F)F.[Cl:25][C:26]1[C:27]([C:47]2[N:51]3[CH:52]=[CH:53][CH:54]=[C:55]([F:56])[C:50]3=[N:49][CH:48]=2)=[N:28][C:29]([NH:32][C:33]2[CH:38]=[CH:37][C:36]([N:39]([CH3:44])[CH2:40][C:41]([O-:43])=O)=[CH:35][C:34]=2[O:45][CH3:46])=[N:30][CH:31]=1.[Na+].Cl.CNC.C(N(C(C)C)C(C)C)C. The product is [Cl:25][C:26]1[C:27]([C:47]2[N:51]3[CH:52]=[CH:53][CH:54]=[C:55]([F:56])[C:50]3=[N:49][CH:48]=2)=[N:28][C:29]([NH:32][C:33]2[CH:38]=[CH:37][C:36]([N:39]([CH3:44])[CH2:40][C:41]([N:2]([CH3:3])[CH3:1])=[O:43])=[CH:35][C:34]=2[O:45][CH3:46])=[N:30][CH:31]=1. The catalyst is CN(C=O)C. (5) The reactants are [CH:1]1([O:6][CH2:7][C:8]2[C:12]([CH2:13][OH:14])=[C:11]([CH:15]([CH3:17])[CH3:16])[O:10][N:9]=2)[CH2:5][CH2:4][CH2:3][CH2:2]1.O[C:19]1[CH:24]=[CH:23][C:22]([C:25]2[CH:26]=[C:27]3[C:32](=[CH:33][CH:34]=2)[N:31]=[C:30]([C:35]([O:37][CH3:38])=[O:36])[CH:29]=[CH:28]3)=[CH:21][CH:20]=1.C1(P(C2C=CC=CC=2)C2C=CC=CC=2)C=CC=CC=1.N(C(OC(C)C)=O)=NC(OC(C)C)=O. The catalyst is ClCCl. The product is [CH:1]1([O:6][CH2:7][C:8]2[C:12]([CH2:13][O:14][C:19]3[CH:20]=[CH:21][C:22]([C:25]4[CH:26]=[C:27]5[C:32](=[CH:33][CH:34]=4)[N:31]=[C:30]([C:35]([O:37][CH3:38])=[O:36])[CH:29]=[CH:28]5)=[CH:23][CH:24]=3)=[C:11]([CH:15]([CH3:17])[CH3:16])[O:10][N:9]=2)[CH2:2][CH2:3][CH2:4][CH2:5]1. The yield is 0.110. (6) The reactants are [N+]([N:4]1[CH:12]=[C:11]2[C:6]([CH:7]=[CH:8][C:9]([N+:13]([O-:15])=[O:14])=[CH:10]2)=[N:5]1)([O-])=O.[CH3:16][N:17]1[CH2:23][CH2:22][CH2:21][NH:20][CH2:19][CH2:18]1. The catalyst is C1COCC1. The product is [CH3:16][N:17]1[CH2:23][CH2:22][CH2:21][N:20]([C:12]2[C:11]3[C:6](=[CH:7][CH:8]=[C:9]([N+:13]([O-:15])=[O:14])[CH:10]=3)[NH:5][N:4]=2)[CH2:19][CH2:18]1. The yield is 0.404.